Dataset: Peptide-MHC class I binding affinity with 185,985 pairs from IEDB/IMGT. Task: Regression. Given a peptide amino acid sequence and an MHC pseudo amino acid sequence, predict their binding affinity value. This is MHC class I binding data. (1) The peptide sequence is FATTPVCEY. The MHC is HLA-A01:01 with pseudo-sequence HLA-A01:01. The binding affinity (normalized) is 0.132. (2) The peptide sequence is IVDYVTAYG. The MHC is HLA-A03:01 with pseudo-sequence HLA-A03:01. The binding affinity (normalized) is 0.0847. (3) The peptide sequence is YRRKLTNPA. The MHC is HLA-A02:11 with pseudo-sequence HLA-A02:11. The binding affinity (normalized) is 0.0847. (4) The peptide sequence is FDHTLMSIV. The MHC is H-2-Db with pseudo-sequence H-2-Db. The binding affinity (normalized) is 0.00376. (5) The peptide sequence is YVIKVSARV. The MHC is HLA-A32:01 with pseudo-sequence HLA-A32:01. The binding affinity (normalized) is 0. (6) The peptide sequence is TVVVGDTIGV. The MHC is HLA-A02:06 with pseudo-sequence HLA-A02:06. The binding affinity (normalized) is 0.715. (7) The peptide sequence is FIAEIDHWI. The MHC is HLA-B15:01 with pseudo-sequence HLA-B15:01. The binding affinity (normalized) is 0.209. (8) The peptide sequence is RRYTRRISL. The MHC is HLA-B45:06 with pseudo-sequence HLA-B45:06. The binding affinity (normalized) is 0.213.